This data is from Full USPTO retrosynthesis dataset with 1.9M reactions from patents (1976-2016). The task is: Predict the reactants needed to synthesize the given product. (1) Given the product [CH2:44]([N:20]([CH2:18][CH3:19])[CH2:21][CH2:22][N:23]([CH2:41][CH2:42][NH:2][CH2:3][CH2:4][C:5]1[C:13]2[S:12][C:11](=[O:14])[NH:10][C:9]=2[C:8]([OH:15])=[CH:7][CH:6]=1)[C:24](=[O:40])[CH2:25][CH2:26][O:27][CH2:28][CH2:29][C:30]1[CH:39]=[CH:38][C:37]2[C:32](=[CH:33][CH:34]=[CH:35][CH:36]=2)[CH:31]=1)[CH3:45], predict the reactants needed to synthesize it. The reactants are: Cl.[NH2:2][CH2:3][CH2:4][C:5]1[C:13]2[S:12][C:11](=[O:14])[NH:10][C:9]=2[C:8]([OH:15])=[CH:7][CH:6]=1.[OH-].[Na+].[CH2:18]([N:20]([CH2:44][CH3:45])[CH2:21][CH2:22][N:23]([CH2:41][CH:42]=O)[C:24](=[O:40])[CH2:25][CH2:26][O:27][CH2:28][CH2:29][C:30]1[CH:39]=[CH:38][C:37]2[C:32](=[CH:33][CH:34]=[CH:35][CH:36]=2)[CH:31]=1)[CH3:19].C(O[BH-](OC(=O)C)OC(=O)C)(=O)C.[Na+].Br. (2) The reactants are: [C:1]([C:5]1[CH:12]=[CH:11][C:8]([C:9]#[N:10])=[C:7](Cl)[N:6]=1)([CH3:4])([CH3:3])[CH3:2].[NH:14]1[CH2:19][CH2:18][CH2:17][CH2:16][CH2:15]1. Given the product [C:1]([C:5]1[CH:12]=[CH:11][C:8]([C:9]#[N:10])=[C:7]([N:14]2[CH2:19][CH2:18][CH2:17][CH2:16][CH2:15]2)[N:6]=1)([CH3:4])([CH3:3])[CH3:2], predict the reactants needed to synthesize it.